Dataset: Peptide-MHC class I binding affinity with 185,985 pairs from IEDB/IMGT. Task: Regression. Given a peptide amino acid sequence and an MHC pseudo amino acid sequence, predict their binding affinity value. This is MHC class I binding data. (1) The peptide sequence is YVWWAAVIY. The MHC is HLA-A02:01 with pseudo-sequence HLA-A02:01. The binding affinity (normalized) is 0.0847. (2) The peptide sequence is HSAAFEDLRV. The MHC is Mamu-A01 with pseudo-sequence Mamu-A01. The binding affinity (normalized) is 0.234.